From a dataset of Forward reaction prediction with 1.9M reactions from USPTO patents (1976-2016). Predict the product of the given reaction. (1) Given the reactants [F:1][C:2]([F:23])([F:22])[O:3][C:4]1[CH:9]=[CH:8][C:7]([N:10]2[CH2:14][CH2:13][C:12]3([CH2:19][CH2:18][NH:17][C:16](=[O:20])[CH2:15]3)[C:11]2=[O:21])=[CH:6][CH:5]=1.[CH2:24](I)[C:25]([CH3:28])([CH3:27])[CH3:26], predict the reaction product. The product is: [CH3:24][C:25]([CH3:28])([CH3:27])[CH2:26][N:17]1[CH2:18][CH2:19][C:12]2([C:11](=[O:21])[N:10]([C:7]3[CH:8]=[CH:9][C:4]([O:3][C:2]([F:1])([F:22])[F:23])=[CH:5][CH:6]=3)[CH2:14][CH2:13]2)[CH2:15][C:16]1=[O:20]. (2) Given the reactants N[C:2]1[CH:3]=[C:4]2[C:9](=[CH:10][CH:11]=1)[C:8](=[O:12])[N:7](C1CCCCC1NS(C)(=O)=O)[CH:6](C1C=CC(Cl)=CC=1Cl)[CH:5]2[C:32]([NH:34][O:35][CH2:36][C:37]1[CH:42]=[CH:41][CH:40]=[CH:39][N:38]=1)=[O:33].C=O.S(=O)(=O)(O)O.[BH4-].[Na+], predict the reaction product. The product is: [O:12]=[C:8]1[C:9]2[C:4](=[CH:3][CH:2]=[CH:11][CH:10]=2)[CH:5]([C:32]([NH:34][O:35][CH2:36][C:37]2[CH:42]=[CH:41][CH:40]=[CH:39][N:38]=2)=[O:33])[CH2:6][NH:7]1. (3) Given the reactants [NH2:1][C:2]1[CH:7]=[CH:6][C:5]([S:8][C:9]2[C:18]3[C:13](=[CH:14][CH:15]=[CH:16][CH:17]=3)[NH:12]/[C:11](=[C:19]3/[C:20]([CH2:25][CH2:26][CH3:27])=[N:21][NH:22][C:23]/3=[O:24])/[CH:10]=2)=[CH:4][CH:3]=1.[C:28](Cl)(=[O:32])[CH:29]([CH3:31])[CH3:30], predict the reaction product. The product is: [O:24]=[C:23]1[NH:22][N:21]=[C:20]([CH2:25][CH2:26][CH3:27])/[C:19]/1=[C:11]1/[NH:12][C:13]2[C:18]([C:9]([S:8][C:5]3[CH:4]=[CH:3][C:2]([NH:1][C:28](=[O:32])[CH:29]([CH3:31])[CH3:30])=[CH:7][CH:6]=3)=[CH:10]/1)=[CH:17][CH:16]=[CH:15][CH:14]=2. (4) Given the reactants [CH3:1][CH:2]([CH3:35])[CH:3]([C:29]1[CH:34]=[CH:33][CH:32]=[CH:31][CH:30]=1)[CH2:4][C:5]1[N:6]=[CH:7][N:8](C(C2C=CC=CC=2)(C2C=CC=CC=2)C2C=CC=CC=2)[CH:9]=1.Cl.[OH-].[Na+], predict the reaction product. The product is: [CH3:1][CH:2]([CH3:35])[CH:3]([C:29]1[CH:34]=[CH:33][CH:32]=[CH:31][CH:30]=1)[CH2:4][C:5]1[N:6]=[CH:7][NH:8][CH:9]=1. (5) Given the reactants Cl[C:2]1[CH:3]=[C:4]([CH:11]=[CH:12][N:13]=1)[C:5]([NH:7][CH:8]([CH3:10])[CH3:9])=[O:6].[CH3:14][O-:15].[Na+], predict the reaction product. The product is: [CH:8]([NH:7][C:5](=[O:6])[C:4]1[CH:11]=[CH:12][N:13]=[C:2]([O:15][CH3:14])[CH:3]=1)([CH3:10])[CH3:9]. (6) Given the reactants [C:1]([O:5][C:6]([N:8]1[CH2:13][CH2:12][C:11]([CH:21]([C:25]#[N:26])C(O)=O)([C:14]2[CH:19]=[CH:18][C:17]([Cl:20])=[CH:16][CH:15]=2)[CH2:10][CH2:9]1)=[O:7])([CH3:4])([CH3:3])[CH3:2], predict the reaction product. The product is: [Cl:20][C:17]1[CH:16]=[CH:15][C:14]([C:11]2([CH2:21][C:25]#[N:26])[CH2:10][CH2:9][N:8]([C:6]([O:5][C:1]([CH3:2])([CH3:3])[CH3:4])=[O:7])[CH2:13][CH2:12]2)=[CH:19][CH:18]=1. (7) Given the reactants Cl.[O:2]1[C:6]2[CH:7]=[CH:8][CH:9]=[C:10]([CH:11]3[CH2:16][CH2:15][N:14]([CH2:17][CH2:18][C@H:19]4[CH2:24][CH2:23][C@H:22]([NH2:25])[CH2:21][CH2:20]4)[CH2:13][CH2:12]3)[C:5]=2[O:4][CH2:3]1.[CH3:26][O:27][C@@H:28]1[CH2:32][CH2:31][C@@H:30]([CH2:33][C:34](OC)=[O:35])[CH2:29]1, predict the reaction product. The product is: [O:2]1[C:6]2[CH:7]=[CH:8][CH:9]=[C:10]([CH:11]3[CH2:16][CH2:15][N:14]([CH2:17][CH2:18][C@H:19]4[CH2:20][CH2:21][C@H:22]([NH:25][C:34](=[O:35])[CH2:33][C@@H:30]5[CH2:31][CH2:32][C@@H:28]([O:27][CH3:26])[CH2:29]5)[CH2:23][CH2:24]4)[CH2:13][CH2:12]3)[C:5]=2[O:4][CH2:3]1.